From a dataset of Forward reaction prediction with 1.9M reactions from USPTO patents (1976-2016). Predict the product of the given reaction. (1) Given the reactants [CH3:1][S:2]([C:5]1[CH:10]=[CH:9][CH:8]=[CH:7][C:6]=1[S:11](Cl)(=[O:13])=[O:12])(=[O:4])=[O:3].[H-].[Na+].[CH3:17][C:18]([CH3:31])([CH3:30])[C:19]([O:21][NH:22][C:23]([O:25][C:26]([CH3:29])([CH3:28])[CH3:27])=[O:24])=[O:20], predict the reaction product. The product is: [C:26]([O:25][C:23](=[O:24])[N:22]([O:21][C:19](=[O:20])[C:18]([CH3:31])([CH3:30])[CH3:17])[S:11]([C:6]1[CH:7]=[CH:8][CH:9]=[CH:10][C:5]=1[S:2]([CH3:1])(=[O:4])=[O:3])(=[O:13])=[O:12])([CH3:29])([CH3:27])[CH3:28]. (2) Given the reactants [CH2:1]([O:8][C:9]([NH:11][C:12]1([C:20]2[NH:21][C:22](=O)[C:23]([OH:31])=[C:24]([C:26]([O:28][CH2:29][CH3:30])=[O:27])[N:25]=2)[CH2:17][CH2:16][CH:15]([CH2:18][OH:19])[CH2:14][CH2:13]1)=[O:10])[C:2]1[CH:7]=[CH:6][CH:5]=[CH:4][CH:3]=1.[CH3:33][S:34](Cl)(=[O:36])=[O:35].C(N(CC)CC)C.C([O-])([O-])=O.[K+].[K+], predict the reaction product. The product is: [CH2:1]([O:8][C:9]([NH:11][C:12]1([C:20]2[NH:21][CH2:22][C:23]([O:31][S:34]([CH3:33])(=[O:36])=[O:35])=[C:24]([C:26]([O:28][CH2:29][CH3:30])=[O:27])[N:25]=2)[CH2:17][CH2:16][CH:15]([CH2:18][O:19][S:34]([CH3:33])(=[O:36])=[O:35])[CH2:14][CH2:13]1)=[O:10])[C:2]1[CH:7]=[CH:6][CH:5]=[CH:4][CH:3]=1. (3) Given the reactants [NH2:1][CH2:2][C:3]1[CH:12]=[C:11]2[C:6]([CH2:7][CH2:8][CH:9]([NH:20][C:21](=[O:27])[O:22][C:23]([CH3:26])([CH3:25])[CH3:24])[CH:10]2[CH2:13][C:14]2[CH:19]=[CH:18][CH:17]=[CH:16][CH:15]=2)=[CH:5][CH:4]=1.C(N(CC)CC)C.[CH:35]1([CH2:38][S:39](Cl)(=[O:41])=[O:40])[CH2:37][CH2:36]1, predict the reaction product. The product is: [CH2:13]([CH:10]1[C:11]2[C:6](=[CH:5][CH:4]=[C:3]([CH2:2][NH:1][S:39]([CH2:38][CH:35]3[CH2:37][CH2:36]3)(=[O:41])=[O:40])[CH:12]=2)[CH2:7][CH2:8][CH:9]1[NH:20][C:21](=[O:27])[O:22][C:23]([CH3:24])([CH3:26])[CH3:25])[C:14]1[CH:15]=[CH:16][CH:17]=[CH:18][CH:19]=1. (4) Given the reactants [Br:1][C:2]1[N:7]=[C:6]([CH:8]=[CH:9][C:10](=O)[C:11]([F:17])([F:16])[C:12]([F:15])([F:14])[F:13])[CH:5]=[CH:4][CH:3]=1.Cl.[Cl:20][C:21]1[CH:26]=[CH:25][CH:24]=[CH:23][C:22]=1[NH:27][NH2:28].N1CCCCC1, predict the reaction product. The product is: [Br:1][C:2]1[CH:3]=[CH:4][CH:5]=[C:6]([CH:8]2[N:27]([C:22]3[CH:23]=[CH:24][CH:25]=[CH:26][C:21]=3[Cl:20])[N:28]=[C:10]([C:11]([F:17])([F:16])[C:12]([F:15])([F:14])[F:13])[CH2:9]2)[N:7]=1. (5) Given the reactants Cl.Cl.[NH2:3][CH2:4][CH:5]([C:7]1[CH:12]=[CH:11][N:10]=[C:9]([S:13][CH3:14])[N:8]=1)[OH:6].[C:15]([O:19][C:20]([N:22]1[CH2:27][CH2:26][C:25](=O)[CH2:24][CH2:23]1)=[O:21])([CH3:18])([CH3:17])[CH3:16].CC(O)=O.C(O[BH-](OC(=O)C)OC(=O)C)(=O)C.[Na+], predict the reaction product. The product is: [C:15]([O:19][C:20]([N:22]1[CH2:27][CH2:26][CH:25]([NH:3][CH2:4][CH:5]([OH:6])[C:7]2[CH:12]=[CH:11][N:10]=[C:9]([S:13][CH3:14])[N:8]=2)[CH2:24][CH2:23]1)=[O:21])([CH3:18])([CH3:16])[CH3:17]. (6) Given the reactants Cl[C:2]1[CH:7]=[C:6]([NH:8][CH:9]2[CH2:11][CH2:10]2)[N:5]2[N:12]=[CH:13][C:14]([CH:15]=[O:16])=[C:4]2[N:3]=1.[CH3:17][S-:18].[Na+].O, predict the reaction product. The product is: [CH:9]1([NH:8][C:6]2[N:5]3[N:12]=[CH:13][C:14]([CH:15]=[O:16])=[C:4]3[N:3]=[C:2]([S:18][CH3:17])[CH:7]=2)[CH2:11][CH2:10]1.